This data is from Full USPTO retrosynthesis dataset with 1.9M reactions from patents (1976-2016). The task is: Predict the reactants needed to synthesize the given product. (1) Given the product [Cl:26][C:27]1[CH:28]=[C:29]([CH:39]=[C:40]([Cl:42])[CH:41]=1)[O:30][C:31]1[O:35][C:34]([C:36]([NH:1][CH2:2][CH2:3][CH2:4][CH2:5][CH2:6][CH2:7][N:8]2[CH2:13][CH2:12][CH:11]([C:14]3[CH:19]=[CH:18][CH:17]=[C:16]([NH:20][C:21](=[O:25])[CH:22]([CH3:23])[CH3:24])[CH:15]=3)[CH2:10][CH2:9]2)=[O:37])=[CH:33][CH:32]=1, predict the reactants needed to synthesize it. The reactants are: [NH2:1][CH2:2][CH2:3][CH2:4][CH2:5][CH2:6][CH2:7][N:8]1[CH2:13][CH2:12][CH:11]([C:14]2[CH:15]=[C:16]([NH:20][C:21](=[O:25])[CH:22]([CH3:24])[CH3:23])[CH:17]=[CH:18][CH:19]=2)[CH2:10][CH2:9]1.[Cl:26][C:27]1[CH:28]=[C:29]([CH:39]=[C:40]([Cl:42])[CH:41]=1)[O:30][C:31]1[O:35][C:34]([C:36](Cl)=[O:37])=[CH:33][CH:32]=1. (2) Given the product [CH2:13]([C:17]1[N:18]=[C:19]([CH3:50])[N:20]([C:39]2[CH:44]=[CH:43][CH:42]=[C:41]([O:45][CH2:46][CH2:47][O:48][CH3:49])[CH:40]=2)[C:21](=[O:38])[C:22]=1[CH2:23][C:24]1[CH:25]=[CH:26][C:27]([C:30]2[CH:35]=[CH:34][CH:33]=[CH:32][C:31]=2[C:36]2[NH:3][C:4](=[O:7])[O:5][N:37]=2)=[CH:28][CH:29]=1)[CH2:14][CH2:15][CH3:16], predict the reactants needed to synthesize it. The reactants are: [Cl-].O[NH3+:3].[C:4](=[O:7])([O-])[OH:5].[Na+].CS(C)=O.[CH2:13]([C:17]1[N:18]=[C:19]([CH3:50])[N:20]([C:39]2[CH:44]=[CH:43][CH:42]=[C:41]([O:45][CH2:46][CH2:47][O:48][CH3:49])[CH:40]=2)[C:21](=[O:38])[C:22]=1[CH2:23][C:24]1[CH:29]=[CH:28][C:27]([C:30]2[C:31]([C:36]#[N:37])=[CH:32][CH:33]=[CH:34][CH:35]=2)=[CH:26][CH:25]=1)[CH2:14][CH2:15][CH3:16]. (3) Given the product [CH3:17][N:19]([CH3:20])[CH2:3][CH:4]1[C:16]2[NH:15][C:14]3[C:9](=[CH:10][CH:11]=[CH:12][CH:13]=3)[C:8]=2[CH2:7][CH2:6][NH:5]1.[ClH:2].[CH3:4][NH:5][CH3:6], predict the reactants needed to synthesize it. The reactants are: Cl.[Cl:2][CH2:3][C:4]1[C:16]2[NH:15][C:14]3[C:9](=[CH:10][CH:11]=[CH:12][CH:13]=3)[C:8]=2[CH2:7][CH2:6][N:5]=1.[CH2:17]([N:19](CC)[CH2:20]C)C.